From a dataset of Forward reaction prediction with 1.9M reactions from USPTO patents (1976-2016). Predict the product of the given reaction. (1) Given the reactants [H-].[Na+].[CH:3]1([CH2:6][NH:7][C:8]2[CH:15]=[CH:14][C:11]([C:12]#[N:13])=[C:10]([C:16]([F:19])([F:18])[F:17])[CH:9]=2)[CH2:5][CH2:4]1.Br[CH2:21][C:22]([O:24][C:25]([CH3:28])([CH3:27])[CH3:26])=[O:23].C(OCC)C, predict the reaction product. The product is: [C:12]([C:11]1[CH:14]=[CH:15][C:8]([N:7]([CH2:6][CH:3]2[CH2:5][CH2:4]2)[CH2:21][C:22]([O:24][C:25]([CH3:28])([CH3:27])[CH3:26])=[O:23])=[CH:9][C:10]=1[C:16]([F:17])([F:18])[F:19])#[N:13]. (2) Given the reactants [Cl:1][C:2]1[CH:3]=[C:4]([C@H:9]([O:23][C:24](=[O:42])[NH:25][C:26]2[CH:27]=[C:28]3[C:32](=[CH:33][CH:34]=2)[N:31](C(OC(C)(C)C)=O)[N:30]=[CH:29]3)[C@H:10]2[CH2:15][CH2:14][CH2:13][CH2:12][N:11]2C(OC(C)(C)C)=O)[CH:5]=[C:6]([F:8])[CH:7]=1.Cl, predict the reaction product. The product is: [NH:31]1[C:32]2[C:28](=[CH:27][C:26]([NH:25][C:24](=[O:42])[O:23][C@@H:9]([C:4]3[CH:5]=[C:6]([F:8])[CH:7]=[C:2]([Cl:1])[CH:3]=3)[C@H:10]3[CH2:15][CH2:14][CH2:13][CH2:12][NH:11]3)=[CH:34][CH:33]=2)[CH:29]=[N:30]1. (3) Given the reactants Br[C:2]1[CH:3]=[C:4]([C:8]2([C:19]3[CH:24]=[C:23]([O:25][CH3:26])[C:22]([F:27])=[C:21]([F:28])[CH:20]=3)[C:16]3[C:11](=[C:12]([F:17])[CH:13]=[CH:14][CH:15]=3)[C:10]([NH2:18])=[N:9]2)[CH:5]=[CH:6][CH:7]=1.[N:29]1[CH:34]=[C:33](B(O)O)[CH:32]=[N:31][CH:30]=1, predict the reaction product. The product is: [F:28][C:21]1[CH:20]=[C:19]([C:8]2([C:4]3[CH:5]=[CH:6][CH:7]=[C:2]([C:33]4[CH:34]=[N:29][CH:30]=[N:31][CH:32]=4)[CH:3]=3)[C:16]3[C:11](=[C:12]([F:17])[CH:13]=[CH:14][CH:15]=3)[C:10]([NH2:18])=[N:9]2)[CH:24]=[C:23]([O:25][CH3:26])[C:22]=1[F:27]. (4) Given the reactants Cl.Cl.Cl.[Cl:4][C:5]1[C:10]([Cl:11])=[CH:9][CH:8]=[CH:7][C:6]=1[N:12]1[CH2:17][CH2:16][N:15]([CH2:18][CH2:19][C@H:20]2[CH2:25][CH2:24][C@H:23]([NH2:26])[CH2:22][CH2:21]2)[CH2:14][CH2:13]1.C(N(CC)CC)C.[CH3:34][N:35]([CH3:39])[C:36](Cl)=[O:37], predict the reaction product. The product is: [Cl:4][C:5]1[C:10]([Cl:11])=[CH:9][CH:8]=[CH:7][C:6]=1[N:12]1[CH2:17][CH2:16][N:15]([CH2:18][CH2:19][C@H:20]2[CH2:25][CH2:24][C@H:23]([NH:26][C:36]([N:35]([CH3:39])[CH3:34])=[O:37])[CH2:22][CH2:21]2)[CH2:14][CH2:13]1.